Dataset: Peptide-MHC class I binding affinity with 185,985 pairs from IEDB/IMGT. Task: Regression. Given a peptide amino acid sequence and an MHC pseudo amino acid sequence, predict their binding affinity value. This is MHC class I binding data. (1) The peptide sequence is LYEASTTYL. The MHC is HLA-B07:02 with pseudo-sequence HLA-B07:02. The binding affinity (normalized) is 0.213. (2) The peptide sequence is KTAVQMAVF. The MHC is HLA-B58:02 with pseudo-sequence HLA-B58:02. The binding affinity (normalized) is 0.350. (3) The peptide sequence is YIAGLKIEEI. The MHC is HLA-A02:06 with pseudo-sequence HLA-A02:06. The binding affinity (normalized) is 0.548. (4) The peptide sequence is TPRIANRLL. The MHC is HLA-A26:01 with pseudo-sequence HLA-A26:01. The binding affinity (normalized) is 0.0847. (5) The peptide sequence is STMEDRPST. The MHC is HLA-A02:01 with pseudo-sequence HLA-A02:01. The binding affinity (normalized) is 0.0396. (6) The peptide sequence is CLIFLLVLL. The MHC is Patr-A0401 with pseudo-sequence Patr-A0401. The binding affinity (normalized) is 0.170.